From a dataset of Full USPTO retrosynthesis dataset with 1.9M reactions from patents (1976-2016). Predict the reactants needed to synthesize the given product. Given the product [CH:23]1([C:19]2[CH:18]=[CH:17][CH:16]=[C:15]3[C:20]=2[CH2:21][CH2:22][N:13]2[C:12](=[O:27])[CH2:11][N:10]=[C:9]([N:7]4[CH:8]=[C:4]([CH:1]([OH:3])[CH3:2])[N:5]=[CH:6]4)[CH:26]=[C:14]23)[CH2:25][CH2:24]1, predict the reactants needed to synthesize it. The reactants are: [C:1]([C:4]1[N:5]=[CH:6][N:7]([C:9]2[CH:26]=[C:14]3[C:15]4[C:20]([CH2:21][CH2:22][N:13]3[C:12](=[O:27])[CH2:11][N:10]=2)=[C:19]([CH:23]2[CH2:25][CH2:24]2)[CH:18]=[CH:17][CH:16]=4)[CH:8]=1)(=[O:3])[CH3:2].[BH4-].[Na+].